This data is from Forward reaction prediction with 1.9M reactions from USPTO patents (1976-2016). The task is: Predict the product of the given reaction. (1) Given the reactants C(O[C:4]([N:6]1[C:10](=[O:11])[C:9]2=[CH:12][CH:13]=[CH:14][CH:15]=[C:8]2[C:7]1=[O:16])=O)C.Cl.[OH:18][C@H:19]1[CH2:24][CH2:23][C@H](N)[CH2:21][CH2:20]1.C(=O)([O-])[O-].[K+].[K+], predict the reaction product. The product is: [OH:18][C@H:19]1[CH2:24][CH2:23][C@H:4]([N:6]2[C:7](=[O:16])[C:8]3=[CH:15][CH:14]=[CH:13][CH:12]=[C:9]3[C:10]2=[O:11])[CH2:21][CH2:20]1. (2) Given the reactants [CH3:1][C:2]([NH:4][C:5]1[C:14]2[C:9](=[CH:10][CH:11]=[CH:12][CH:13]=2)[CH:8]=[CH:7][C:6]=1[C:15]([OH:24])([C:20]([F:23])([F:22])[F:21])[C:16]([F:19])([F:18])[F:17])=[O:3].C([O-])(=O)C.[Na+].[Br:30]Br, predict the reaction product. The product is: [Br:30][C:8]1[C:9]2[C:14](=[CH:13][CH:12]=[CH:11][CH:10]=2)[C:5]([NH:4][C:2](=[O:3])[CH3:1])=[C:6]([C:15]([OH:24])([C:16]([F:19])([F:18])[F:17])[C:20]([F:21])([F:22])[F:23])[CH:7]=1. (3) Given the reactants [OH:1][C:2]1[CH:7]=[C:6]([CH3:8])[C:5]([C:9]2[CH:14]=[CH:13][CH:12]=[C:11]([CH:15]=[O:16])[CH:10]=2)=[C:4]([CH3:17])[CH:3]=1.N1C=CN=C1.[C:23]([Si:27]([CH3:30])([CH3:29])Cl)([CH3:26])([CH3:25])[CH3:24], predict the reaction product. The product is: [Si:27]([O:1][C:2]1[CH:7]=[C:6]([CH3:8])[C:5]([C:9]2[CH:14]=[CH:13][CH:12]=[C:11]([CH:15]=[O:16])[CH:10]=2)=[C:4]([CH3:17])[CH:3]=1)([C:23]([CH3:26])([CH3:25])[CH3:24])([CH3:30])[CH3:29]. (4) Given the reactants [NH2:1][C:2]1[CH:9]=[CH:8][C:5]([CH:6]=[O:7])=[CH:4][CH:3]=1.C(N(CC)CC)C.[C:17]([O:20][CH2:21][C:22](Cl)=[O:23])(=[O:19])[CH3:18], predict the reaction product. The product is: [CH:6]([C:5]1[CH:8]=[CH:9][C:2]([NH:1][C:22]([CH2:21][O:20][C:17](=[O:19])[CH3:18])=[O:23])=[CH:3][CH:4]=1)=[O:7].